This data is from Full USPTO retrosynthesis dataset with 1.9M reactions from patents (1976-2016). The task is: Predict the reactants needed to synthesize the given product. (1) Given the product [F:16][C:13]1[CH:14]=[CH:15][C:10]([CH:7]2[N:6]([S:17]([C:20]3[CH:25]=[CH:24][C:23]([CH3:26])=[CH:22][CH:21]=3)(=[O:19])=[O:18])[CH:5]([CH2:4][CH2:3][CH2:2][N:27]3[CH:31]=[CH:30][N:29]=[CH:28]3)[CH2:9][CH2:8]2)=[CH:11][CH:12]=1, predict the reactants needed to synthesize it. The reactants are: Cl[CH2:2][CH2:3][CH2:4][CH:5]1[CH2:9][CH2:8][CH:7]([C:10]2[CH:15]=[CH:14][C:13]([F:16])=[CH:12][CH:11]=2)[N:6]1[S:17]([C:20]1[CH:25]=[CH:24][C:23]([CH3:26])=[CH:22][CH:21]=1)(=[O:19])=[O:18].[NH:27]1[CH:31]=[CH:30][N:29]=[CH:28]1. (2) The reactants are: [C:1]([O:9][CH2:10][C:11]1[S:12][CH:13]=[C:14](/[CH:16]=[CH:17]/[C:18]2[C:19]([O:29]COC)=[N:20][N:21]([C:23]3[CH:28]=[CH:27][CH:26]=[CH:25][CH:24]=3)[CH:22]=2)[N:15]=1)(=[O:8])[C:2]1[CH:7]=[CH:6][CH:5]=[CH:4][CH:3]=1.Cl. Given the product [C:1]([O:9][CH2:10][C:11]1[S:12][CH:13]=[C:14](/[CH:16]=[CH:17]/[C:18]2[C:19]([OH:29])=[N:20][N:21]([C:23]3[CH:24]=[CH:25][CH:26]=[CH:27][CH:28]=3)[CH:22]=2)[N:15]=1)(=[O:8])[C:2]1[CH:7]=[CH:6][CH:5]=[CH:4][CH:3]=1, predict the reactants needed to synthesize it. (3) The reactants are: [CH:1]1([C:7]2[N:12]=[C:11]([C:13]([OH:15])=O)[CH:10]=[CH:9][CH:8]=2)[CH2:6][CH2:5][CH2:4][CH2:3][CH2:2]1.[CH3:16][O:17][C:18](=[O:23])[C:19]([CH3:22])([CH3:21])[NH2:20]. Given the product [CH3:16][O:17][C:18](=[O:23])[C:19]([NH:20][C:13]([C:11]1[CH:10]=[CH:9][CH:8]=[C:7]([CH:1]2[CH2:2][CH2:3][CH2:4][CH2:5][CH2:6]2)[N:12]=1)=[O:15])([CH3:22])[CH3:21], predict the reactants needed to synthesize it. (4) Given the product [F:1][C:2]([F:7])([F:6])[C:3]([OH:5])=[O:4].[Cl:15][C:16]1[CH:17]=[N:18][C:19]2[NH:20][C:21]3[CH:22]=[CH:23][CH:24]=[C:25]([CH:47]=3)[CH2:26][CH2:27][C:28]3[CH:36]=[C:32]([NH:33][C:34]=1[N:35]=2)[CH:31]=[CH:30][C:29]=3[NH:37][C:38](=[O:46])[CH2:39][CH:40]1[CH2:45][CH2:44][N:43]([C:50](=[O:51])[C:49]([CH3:54])([CH3:53])[CH3:48])[CH2:42][CH2:41]1, predict the reactants needed to synthesize it. The reactants are: [F:1][C:2]([F:7])([F:6])[C:3]([OH:5])=[O:4].FC(F)(F)C(O)=O.[Cl:15][C:16]1[CH:17]=[N:18][C:19]2[NH:20][C:21]3[CH:22]=[CH:23][CH:24]=[C:25]([CH:47]=3)[CH2:26][CH2:27][C:28]3[CH:36]=[C:32]([NH:33][C:34]=1[N:35]=2)[CH:31]=[CH:30][C:29]=3[NH:37][C:38](=[O:46])[CH2:39][CH:40]1[CH2:45][CH2:44][NH:43][CH2:42][CH2:41]1.[CH3:48][C:49]([CH3:54])([CH3:53])[C:50](Cl)=[O:51]. (5) Given the product [Si:13]([O:20][C@@H:21]([CH2:26][O:27][CH2:28][CH3:29])[C:22]([NH:12][C:9]1[CH:8]=[N:7][C:6]([CH3:5])=[CH:11][N:10]=1)=[O:23])([C:16]([CH3:19])([CH3:18])[CH3:17])([CH3:15])[CH3:14], predict the reactants needed to synthesize it. The reactants are: C[Al](C)C.[CH3:5][C:6]1[N:7]=[CH:8][C:9]([NH2:12])=[N:10][CH:11]=1.[Si:13]([O:20][C@@H:21]([CH2:26][O:27][CH2:28][CH3:29])[C:22](OC)=[O:23])([C:16]([CH3:19])([CH3:18])[CH3:17])([CH3:15])[CH3:14].C(C(C(C([O-])=O)O)O)([O-])=O.[K+].[Na+].